This data is from Reaction yield outcomes from USPTO patents with 853,638 reactions. The task is: Predict the reaction yield, written as a fraction of the theoretical maximum amount of product (1.0 means a 100% yield; for example, 0.34 means a 34% yield). The reactants are [O:1]1[CH2:6][CH2:5][N:4]([C:7]2[CH:12]=[CH:11][C:10]([NH:13][C:14]3[NH:15][C:16](=[O:25])[C:17]([C:20]([O:22]CC)=[O:21])=[CH:18][N:19]=3)=[CH:9][CH:8]=2)[CH2:3][CH2:2]1.[OH-].[Na+:27]. No catalyst specified. The product is [O:1]1[CH2:6][CH2:5][N:4]([C:7]2[CH:12]=[CH:11][C:10]([NH:13][C:14]3[N:15]=[C:16]([O-:25])[C:17]([C:20]([O-:22])=[O:21])=[CH:18][N:19]=3)=[CH:9][CH:8]=2)[CH2:3][CH2:2]1.[Na+:27].[Na+:27]. The yield is 1.32.